This data is from Full USPTO retrosynthesis dataset with 1.9M reactions from patents (1976-2016). The task is: Predict the reactants needed to synthesize the given product. (1) Given the product [C:1]([C:5]1[N:6]=[C:7]([N:16]2[CH2:20][CH2:19][C:18]([F:21])([F:22])[CH2:17]2)[C:8]2[C:9](=[N:11][N:12]([CH2:14][C:15]3[N:49]([CH3:45])[N:48]=[C:47]([CH3:51])[CH:46]=3)[N:13]=2)[N:10]=1)([CH3:2])([CH3:3])[CH3:4], predict the reactants needed to synthesize it. The reactants are: [C:1]([C:5]1[N:6]=[C:7]([N:16]2[CH2:20][CH2:19][C:18]([F:22])([F:21])[CH2:17]2)[C:8]2[C:9](=[N:11][N:12]([CH2:14][CH3:15])[N:13]=2)[N:10]=1)([CH3:4])([CH3:3])[CH3:2].C(C1N=C(N2CCC(F)(F)C2)C2N=NNC=2N=1)(C)(C)C.ClC[C:45]1[N:49](C)[N:48]=[C:47]([CH3:51])[CH:46]=1. (2) Given the product [Cl:17][C:14]1[CH:15]=[CH:16][C:11]([NH:10][C:8]([C:7]2[CH:6]=[CH:5][C:4]([CH2:3][NH:2][C:32](=[O:33])[C:27]3[CH:28]=[CH:29][CH:30]=[CH:31][N:26]=3)=[CH:25][CH:24]=2)=[O:9])=[CH:12][C:13]=1[C:18]1[CH:23]=[CH:22][CH:21]=[CH:20][N:19]=1, predict the reactants needed to synthesize it. The reactants are: Cl.[NH2:2][CH2:3][C:4]1[CH:25]=[CH:24][C:7]([C:8]([NH:10][C:11]2[CH:16]=[CH:15][C:14]([Cl:17])=[C:13]([C:18]3[CH:23]=[CH:22][CH:21]=[CH:20][N:19]=3)[CH:12]=2)=[O:9])=[CH:6][CH:5]=1.[N:26]1[CH:31]=[CH:30][CH:29]=[CH:28][C:27]=1[C:32](O)=[O:33]. (3) Given the product [Cl:12][C:5]1[C:4]([F:13])=[C:3]([C:22]2([OH:25])[CH2:21][CH2:20][CH:19]([CH2:14][CH2:15][CH2:16][CH2:17][CH3:18])[CH2:24][CH2:23]2)[CH:8]=[CH:7][C:6]=1[O:9][CH2:10][CH3:11], predict the reactants needed to synthesize it. The reactants are: [Mg].Br[C:3]1[CH:8]=[CH:7][C:6]([O:9][CH2:10][CH3:11])=[C:5]([Cl:12])[C:4]=1[F:13].[CH2:14]([CH:19]1[CH2:24][CH2:23][C:22](=[O:25])[CH2:21][CH2:20]1)[CH2:15][CH2:16][CH2:17][CH3:18].Cl. (4) Given the product [F:15][C:16]1[CH:21]=[C:20]([B:22]2[O:26][C:25]([CH3:27])([CH3:28])[C:24]([CH3:29])([CH3:30])[O:23]2)[CH:19]=[CH:18][C:17]=1[CH2:31][C:32]([NH:7][C:6]1[N:2]([CH3:1])[N:3]=[C:4]([C:8]([CH3:14])([CH3:13])[C:9]([F:11])([F:10])[F:12])[CH:5]=1)=[O:33], predict the reactants needed to synthesize it. The reactants are: [CH3:1][N:2]1[C:6]([NH2:7])=[CH:5][C:4]([C:8]([CH3:14])([CH3:13])[C:9]([F:12])([F:11])[F:10])=[N:3]1.[F:15][C:16]1[CH:21]=[C:20]([B:22]2[O:26][C:25]([CH3:28])([CH3:27])[C:24]([CH3:30])([CH3:29])[O:23]2)[CH:19]=[CH:18][C:17]=1[CH2:31][C:32](O)=[O:33].N1C=CC=CC=1.CCCP(=O)=O. (5) The reactants are: [C:1]([O:5][C:6](=[O:15])[NH:7][C:8]1[C:13](Br)=[CH:12][CH:11]=[CH:10][N:9]=1)([CH3:4])([CH3:3])[CH3:2].C([Li])CCC.[C:21]1([CH:27]2[CH2:32][CH2:31][C:30](=[O:33])[CH2:29][CH2:28]2)[CH:26]=[CH:25][CH:24]=[CH:23][CH:22]=1. Given the product [C:1]([O:5][C:6](=[O:15])[NH:7][C:8]1[C:13]([C:30]2([OH:33])[CH2:29][CH2:28][CH:27]([C:21]3[CH:26]=[CH:25][CH:24]=[CH:23][CH:22]=3)[CH2:32][CH2:31]2)=[CH:12][CH:11]=[CH:10][N:9]=1)([CH3:4])([CH3:3])[CH3:2], predict the reactants needed to synthesize it. (6) Given the product [C:16]([NH:1][C:2]1[CH:6]=[C:5]([C:7]([CH3:10])([CH3:8])[CH3:9])[S:4][C:3]=1[C:11]([O:13][CH3:14])=[O:12])([O:18][CH2:19][C:20]1[CH:25]=[CH:24][CH:23]=[CH:22][CH:21]=1)=[O:17], predict the reactants needed to synthesize it. The reactants are: [NH2:1][C:2]1[CH:6]=[C:5]([C:7]([CH3:10])([CH3:9])[CH3:8])[S:4][C:3]=1[C:11]([O:13][CH3:14])=[O:12].Cl[C:16]([O:18][CH2:19][C:20]1[CH:25]=[CH:24][CH:23]=[CH:22][CH:21]=1)=[O:17].C([O-])([O-])=O.[Na+].[Na+].C1(C)C=CC=CC=1. (7) Given the product [CH2:33]([O:40][C:41]1[C:49]([F:50])=[CH:48][C:47]([Br:51])=[C:46]2[C:42]=1[C:43]([CH2:53][C:54]([NH:13][CH3:12])=[O:56])=[CH:44][N:45]2[CH3:52])[C:34]1[CH:39]=[CH:38][CH:37]=[CH:36][CH:35]=1, predict the reactants needed to synthesize it. The reactants are: C(OC1C=C(F)C=C2C=1C(CC(N1CC3C(=CC=CC=3)C1)=O)=[CH:12][N:13]2CC)C1C=CC=CC=1.[CH2:33]([O:40][C:41]1[C:49]([F:50])=[CH:48][C:47]([Br:51])=[C:46]2[C:42]=1[C:43]([CH2:53][C:54]([OH:56])=O)=[CH:44][N:45]2[CH3:52])[C:34]1[CH:39]=[CH:38][CH:37]=[CH:36][CH:35]=1. (8) The reactants are: [NH2:1][S:2]([C:5]1[CH:15]=[CH:14][C:8]([O:9][CH2:10][C:11]([NH2:13])=[O:12])=[C:7]([O:16][CH2:17][C:18](=[O:20])[NH2:19])[CH:6]=1)(=[O:4])=[O:3].C(=O)([O-])[O-].[K+].[K+].F[C:28]1[CH:29]=[C:30]([O:37][CH3:38])[CH:31]=[CH:32][C:33]=1[N+:34]([O-:36])=[O:35]. Given the product [C:18]([CH2:17][O:16][C:7]1[CH:6]=[C:5]([S:2]([NH:1][C:28]2[CH:29]=[C:30]([O:37][CH3:38])[CH:31]=[CH:32][C:33]=2[N+:34]([O-:36])=[O:35])(=[O:3])=[O:4])[CH:15]=[CH:14][C:8]=1[O:9][CH2:10][C:11]([NH2:13])=[O:12])(=[O:20])[NH2:19], predict the reactants needed to synthesize it. (9) Given the product [I:19][C:7]1[CH:6]=[C:5]([O:13][CH3:14])[C:4]([CH:1]([CH3:3])[CH3:2])=[C:9]([O:10][CH3:11])[CH:8]=1, predict the reactants needed to synthesize it. The reactants are: [CH:1]([C:4]1[C:9]([O:10][CH3:11])=[CH:8][C:7](N)=[CH:6][C:5]=1[O:13][CH3:14])([CH3:3])[CH3:2].N([O-])=O.[Na+].[I-:19].[K+].